From a dataset of Forward reaction prediction with 1.9M reactions from USPTO patents (1976-2016). Predict the product of the given reaction. (1) Given the reactants [CH:1]([Cl:4])([Cl:3])[Cl:2].[C:5]1([OH:11])[CH:10]=[CH:9][CH:8]=[CH:7][CH:6]=1, predict the reaction product. The product is: [C:5]1([OH:11])[CH:10]=[CH:9][CH:8]=[CH:7][CH:6]=1.[CH:1]([Cl:4])([Cl:3])[Cl:2]. (2) Given the reactants Br.[CH3:2][O:3][CH2:4][CH2:5][N:6]1[C:10]2[CH2:11][CH2:12][O:13][CH2:14][C:9]=2[S:8][C:7]1=[NH:15].CCN=C=NCCCN(C)C.Cl.ON1C2C=CC=CC=2N=N1.C(N(CC)CC)C.[Cl:45][C:46]1[CH:47]=[CH:48][C:49]([O:55][CH3:56])=[C:50]([CH:54]=1)[C:51]([OH:53])=[O:52], predict the reaction product. The product is: [C:51]([O-:53])(=[O:52])[CH3:50].[NH4+:6].[Cl:45][C:46]1[CH:47]=[CH:48][C:49]([O:55][CH3:56])=[C:50]([CH:54]=1)[C:51](/[N:15]=[C:7]1\[S:8][C:9]2[CH2:14][O:13][CH2:12][CH2:11][C:10]=2[N:6]\1[CH2:5][CH2:4][O:3][CH3:2])=[O:52]. (3) Given the reactants [Cl:1][C:2]1[N:7]=[C:6](N)[C:5]([CH3:9])=[CH:4][N:3]=1.Cl[C:11]1[C:20]2[C:15](=[CH:16][CH:17]=[CH:18][CH:19]=2)[CH:14]=[CH:13][N:12]=1.C([O-])([O-])=O.[Cs+].[Cs+].C1(P(C2C=CC=CC=2)C2C3OC4C(=CC=CC=4P(C4C=CC=CC=4)C4C=CC=CC=4)C(C)(C)C=3C=CC=2)C=CC=CC=1, predict the reaction product. The product is: [Cl:1][C:2]1[N:7]=[C:6]([C:11]2[C:20]3[C:15](=[CH:16][CH:17]=[CH:18][CH:19]=3)[CH:14]=[CH:13][N:12]=2)[C:5]([CH3:9])=[CH:4][N:3]=1. (4) The product is: [C:18]([O:22][C:23]([NH:25][CH:26]1[CH2:31][CH2:30][CH2:29][N:28]([C:32]2[N:33]([CH2:42][C:43]#[C:44][CH3:45])[C:34]3[C:39](=[O:40])[N:38]([CH2:2][C:3]4[C:9]5[CH:10]=[CH:11][CH:12]=[CH:13][C:8]=5[O:7][C:6]5[CH:14]=[CH:15][CH:16]=[CH:17][C:5]=5[N:4]=4)[N:37]=[CH:36][C:35]=3[N:41]=2)[CH2:27]1)=[O:24])([CH3:21])([CH3:20])[CH3:19]. Given the reactants Cl[CH2:2][C:3]1[C:9]2[CH:10]=[CH:11][CH:12]=[CH:13][C:8]=2[O:7][C:6]2[CH:14]=[CH:15][CH:16]=[CH:17][C:5]=2[N:4]=1.[C:18]([O:22][C:23]([NH:25][CH:26]1[CH2:31][CH2:30][CH2:29][N:28]([C:32]2[N:33]([CH2:42][C:43]#[C:44][CH3:45])[C:34]3[C:39](=[O:40])[NH:38][N:37]=[CH:36][C:35]=3[N:41]=2)[CH2:27]1)=[O:24])([CH3:21])([CH3:20])[CH3:19].C(=O)([O-])[O-].[K+].[K+].O, predict the reaction product. (5) Given the reactants Cl[C:2]1[CH:3]=[CH:4][C:5]2[N:6]([C:8]([CH2:15][N:16]3[CH2:20][CH:19]([CH:21]=[C:22]([F:24])[F:23])[CH2:18][C:17]3=[O:25])=[C:9]([C:11]([F:14])([F:13])[F:12])[N:10]=2)[N:7]=1.[CH3:26][O-:27].[Na+].O, predict the reaction product. The product is: [F:23][C:22]([F:24])=[CH:21][CH:19]1[CH2:20][N:16]([CH2:15][C:8]2[N:6]3[N:7]=[C:2]([O:27][CH3:26])[CH:3]=[CH:4][C:5]3=[N:10][C:9]=2[C:11]([F:14])([F:13])[F:12])[C:17](=[O:25])[CH2:18]1. (6) The product is: [OH:28][C:7]1[C:8]2[S:14][C:13]([C:15]3[CH:16]=[CH:17][C:18]([O:21][C:22]4[CH:23]=[CH:24][CH:25]=[CH:26][CH:27]=4)=[CH:19][CH:20]=3)=[N:12][C:9]=2[CH:10]=[N:11][C:6]=1[C:4]([NH:29][CH2:30][C:31]([OH:33])=[O:32])=[O:5]. Given the reactants C(O[C:4]([C:6]1[N:11]=[CH:10][C:9]2[N:12]=[C:13]([C:15]3[CH:20]=[CH:19][C:18]([O:21][C:22]4[CH:27]=[CH:26][CH:25]=[CH:24][CH:23]=4)=[CH:17][CH:16]=3)[S:14][C:8]=2[C:7]=1[OH:28])=[O:5])C.[NH2:29][CH2:30][C:31]([OH:33])=[O:32], predict the reaction product. (7) Given the reactants I[C:2]1[C:10]2[C:5](=[N:6][CH:7]=[C:8]([NH:11][C:12](=[O:14])[CH3:13])[CH:9]=2)[N:4]([CH3:15])[N:3]=1.[F:16][C:17]1[CH:18]=[C:19](B(O)O)[CH:20]=[CH:21][C:22]=1[O:23][CH3:24].P([O-])([O-])([O-])=O.[K+].[K+].[K+].C1CCC(P(C2C(C3C=CC=CC=3)=CC=CC=2)C2CCCCC2)CC1, predict the reaction product. The product is: [F:16][C:17]1[CH:18]=[C:19]([C:2]2[C:10]3[C:5](=[N:6][CH:7]=[C:8]([NH:11][C:12](=[O:14])[CH3:13])[CH:9]=3)[N:4]([CH3:15])[N:3]=2)[CH:20]=[CH:21][C:22]=1[O:23][CH3:24].